This data is from Forward reaction prediction with 1.9M reactions from USPTO patents (1976-2016). The task is: Predict the product of the given reaction. The product is: [CH3:1][O:2][C:3]1[C:4]2[O:11][C:10]([C:23]([OH:25])=[O:24])=[CH:9][C:5]=2[N:6]=[CH:7][N:8]=1. Given the reactants [CH3:1][O:2][C:3]1[C:4]2[O:11][CH:10]=[CH:9][C:5]=2[N:6]=[CH:7][N:8]=1.[Li]CCCC.CCCCCC.[C:23](=[O:25])=[O:24], predict the reaction product.